Dataset: Full USPTO retrosynthesis dataset with 1.9M reactions from patents (1976-2016). Task: Predict the reactants needed to synthesize the given product. (1) Given the product [CH:1]1([CH2:7][O:8][C:9]2[O:13][C:12]([CH:14]=[O:15])=[CH:11][CH:10]=2)[CH2:2][CH2:3][CH2:4][CH2:5][CH2:6]1.[CH:16]1([CH2:22][OH:23])[CH2:21][CH2:20][CH2:19][CH2:18][CH2:17]1, predict the reactants needed to synthesize it. The reactants are: [CH:1]1([CH2:7][O:8][C:9]2[O:13][C:12]([CH2:14][OH:15])=[CH:11][CH:10]=2)[CH2:6][CH2:5][CH2:4][CH2:3][CH2:2]1.[CH:16]1([CH2:22][OH:23])[CH2:21][CH2:20][CH2:19][CH2:18][CH2:17]1. (2) Given the product [CH2:1]([C@H:8]1[NH:23][C:22](=[O:24])[C@@H:21]([CH3:25])[NH:20][C:19](=[O:26])[CH2:18][C@@H:17](/[CH:27]=[CH:28]/[CH2:29][CH2:30][SH:31])[O:16][C:15](=[O:51])[CH2:14][NH:13][C:12](=[O:52])[C@@H:11]([CH:53]([CH3:55])[CH3:54])[NH:10][C:9]1=[O:56])[C:2]1[CH:7]=[CH:6][CH:5]=[CH:4][CH:3]=1, predict the reactants needed to synthesize it. The reactants are: [CH2:1]([C@H:8]1[NH:23][C:22](=[O:24])[C@@H:21]([CH3:25])[NH:20][C:19](=[O:26])[CH2:18][C@@H:17](/[CH:27]=[CH:28]/[CH2:29][CH2:30][S:31]C(C2C=CC=CC=2)(C2C=CC=CC=2)C2C=CC=CC=2)[O:16][C:15](=[O:51])[CH2:14][NH:13][C:12](=[O:52])[C@@H:11]([CH:53]([CH3:55])[CH3:54])[NH:10][C:9]1=[O:56])[C:2]1[CH:7]=[CH:6][CH:5]=[CH:4][CH:3]=1.[SiH](CC)(CC)CC.C(O)(C(F)(F)F)=O. (3) Given the product [Cl:1][C:2]1[CH:7]=[CH:6][C:5]([C:8]2[CH2:13][CH2:12][C:11]([F:15])([F:14])[CH2:10][C:9]=2[CH:16]=[O:17])=[CH:4][CH:3]=1, predict the reactants needed to synthesize it. The reactants are: [Cl:1][C:2]1[CH:7]=[CH:6][C:5]([C:8]2[CH2:13][CH2:12][C:11]([F:15])([F:14])[CH2:10][C:9]=2[CH2:16][OH:17])=[CH:4][CH:3]=1.CC(OI1(OC(C)=O)(OC(C)=O)OC(=O)C2C=CC=CC1=2)=O. (4) Given the product [OH:14][CH2:13][C:12]([NH:11][S:7]([C:5]1[S:6][C:2]([Cl:1])=[CH:3][CH:4]=1)(=[O:9])=[O:8])([CH3:16])[CH3:15], predict the reactants needed to synthesize it. The reactants are: [Cl:1][C:2]1[S:6][C:5]([S:7](Cl)(=[O:9])=[O:8])=[CH:4][CH:3]=1.[NH2:11][C:12]([CH3:16])([CH3:15])[CH2:13][OH:14]. (5) Given the product [CH3:1][C:2]1[C:6]([C:7]2[CH:16]=[C:15]3[C:10]([C:11]([NH:20][CH2:21][C:22]4[CH:27]=[CH:26][CH:25]=[CH:24][N:23]=4)=[C:12]([NH2:17])[CH:13]=[N:14]3)=[CH:9][C:8]=2[O:28][CH3:29])=[C:5]([CH3:30])[O:4][N:3]=1, predict the reactants needed to synthesize it. The reactants are: [CH3:1][C:2]1[C:6]([C:7]2[CH:16]=[C:15]3[C:10]([C:11]([NH:20][CH2:21][C:22]4[CH:27]=[CH:26][CH:25]=[CH:24][N:23]=4)=[C:12]([N+:17]([O-])=O)[CH:13]=[N:14]3)=[CH:9][C:8]=2[O:28][CH3:29])=[C:5]([CH3:30])[O:4][N:3]=1.O.O.Cl[Sn]Cl. (6) Given the product [OH:9][C@@H:6]([CH2:7][CH3:8])[C@@H:2]([NH:1][C:10]([O:13][CH2:25][CH2:24][CH2:23][CH2:22][CH2:21][C:15]1[CH:20]=[CH:19][CH:18]=[CH:17][CH:16]=1)=[O:11])[C:3]([OH:5])=[O:4], predict the reactants needed to synthesize it. The reactants are: [NH2:1][C@H:2]([C@@H:6]([OH:9])[CH2:7][CH3:8])[C:3]([OH:5])=[O:4].[C:10]([O-:13])(O)=[O:11].[Na+].[C:15]1([CH2:21][CH2:22][CH2:23][CH2:24][CH2:25]C2C(=O)N(C([O-])=O)C=CC=2)[CH:20]=[CH:19][CH:18]=[CH:17][CH:16]=1.